Dataset: Full USPTO retrosynthesis dataset with 1.9M reactions from patents (1976-2016). Task: Predict the reactants needed to synthesize the given product. (1) Given the product [C:1]([NH:9][S:19]([C:16]1[CH:17]=[CH:18][C:13]([Br:12])=[CH:14][CH:15]=1)(=[O:21])=[O:20])(=[O:8])[C:2]1[CH:7]=[CH:6][CH:5]=[CH:4][CH:3]=1, predict the reactants needed to synthesize it. The reactants are: [C:1]([NH2:9])(=[O:8])[C:2]1[CH:7]=[CH:6][CH:5]=[CH:4][CH:3]=1.[H-].[Na+].[Br:12][C:13]1[CH:18]=[CH:17][C:16]([S:19](Cl)(=[O:21])=[O:20])=[CH:15][CH:14]=1. (2) Given the product [Cl:25][C:22]1[CH:23]=[CH:24][C:19]([C:16]2[S:17][CH:18]=[C:14]([CH2:13][O:12][C:9]3[CH:10]=[CH:11][C:6]([CH2:5][C@H:4]([O:28][CH2:29][CH3:30])[C:3]([OH:31])=[O:2])=[C:7]([O:26][CH3:27])[CH:8]=3)[N:15]=2)=[CH:20][CH:21]=1, predict the reactants needed to synthesize it. The reactants are: C[O:2][C:3](=[O:31])[C@@H:4]([O:28][CH2:29][CH3:30])[CH2:5][C:6]1[CH:11]=[CH:10][C:9]([O:12][CH2:13][C:14]2[N:15]=[C:16]([C:19]3[CH:24]=[CH:23][C:22]([Cl:25])=[CH:21][CH:20]=3)[S:17][CH:18]=2)=[CH:8][C:7]=1[O:26][CH3:27].[Li+].[OH-]. (3) Given the product [Cl:29][C:26]1[CH:27]=[CH:28][C:23]([O:22][C@H:20]([C@@H:10]2[C@@H:11]([C:13]3[CH:14]=[CH:15][C:16]([Cl:19])=[CH:17][CH:18]=3)[CH2:12][NH:8][CH2:9]2)[CH3:21])=[N:24][CH:25]=1, predict the reactants needed to synthesize it. The reactants are: C([N:8]1[CH2:12][C@H:11]([C:13]2[CH:18]=[CH:17][C:16]([Cl:19])=[CH:15][CH:14]=2)[C@@H:10]([C@@H:20]([O:22][C:23]2[CH:28]=[CH:27][C:26]([Cl:29])=[CH:25][N:24]=2)[CH3:21])[CH2:9]1)C1C=CC=CC=1.ClC(OC(Cl)C)=O.CCN(C(C)C)C(C)C. (4) Given the product [F:1][C:2]1[CH:3]=[C:4]([N:8]2[C@@:12]3([CH2:17][CH2:16][NH:15][C@@H:14]([CH3:28])[CH2:13]3)[CH2:11][NH:10][S:9]2(=[O:30])=[O:29])[CH:5]=[CH:6][CH:7]=1, predict the reactants needed to synthesize it. The reactants are: [F:1][C:2]1[CH:3]=[C:4]([N:8]2[C@@:12]3([CH2:17][CH2:16][N:15](C(OCC4C=CC=CC=4)=O)[C@@H:14]([CH3:28])[CH2:13]3)[CH2:11][NH:10][S:9]2(=[O:30])=[O:29])[CH:5]=[CH:6][CH:7]=1.FC1C=C(N2C3(CCN[C@@H](C)C3)CNS2(=O)=O)C=CC=1.FC1C=C(N2C3(CCN(C(OCC4C=CC=CC=4)=O)[C@@H](C)C3)CNS2(=O)=O)C=CC=1. (5) Given the product [Cl:8][C:7]1[CH:6]=[CH:5][C:4](/[CH:9]=[CH:10]/[CH2:11][Cl:13])=[CH:3][C:2]=1[Cl:1], predict the reactants needed to synthesize it. The reactants are: [Cl:1][C:2]1[CH:3]=[C:4](/[CH:9]=[CH:10]/[CH2:11]O)[CH:5]=[CH:6][C:7]=1[Cl:8].[ClH:13].